Dataset: Catalyst prediction with 721,799 reactions and 888 catalyst types from USPTO. Task: Predict which catalyst facilitates the given reaction. (1) Reactant: [Cl:1][C:2]1[CH:3]=[C:4]([N:20]2[C:25](=[O:26])[NH:24][C:23](=[O:27])C(C#N)=[N:21]2)[CH:5]=[C:6]([Cl:19])[C:7]=1[S:8][C:9]1[CH:14]=[C:13]([CH:15]([CH3:17])[CH3:16])[C:12](=[O:18])[NH:11][N:10]=1.[C:30]([OH:33])(=[O:32])[CH3:31]. Product: [Cl:19][C:6]1[CH:5]=[C:4]([N:20]2[C:25](=[O:26])[NH:24][C:23](=[O:27])[C:31]([C:30]([OH:33])=[O:32])=[N:21]2)[CH:3]=[C:2]([Cl:1])[C:7]=1[S:8][C:9]1[CH:14]=[C:13]([CH:15]([CH3:17])[CH3:16])[C:12](=[O:18])[NH:11][N:10]=1. The catalyst class is: 126. (2) Reactant: [H-].[Na+].[F:3][C:4]1[CH:5]=[C:6]([CH:11]2[C:15]([CH3:17])([CH3:16])[O:14][C:13](=[O:18])[NH:12]2)[CH:7]=[CH:8][C:9]=1[F:10].Cl[C:20]([O:22][C:23]1[CH:28]=[CH:27][C:26]([N+:29]([O-:31])=[O:30])=[CH:25][CH:24]=1)=[O:21]. Product: [F:3][C:4]1[CH:5]=[C:6]([CH:11]2[C:15]([CH3:16])([CH3:17])[O:14][C:13](=[O:18])[N:12]2[C:20]([O:22][C:23]2[CH:24]=[CH:25][C:26]([N+:29]([O-:31])=[O:30])=[CH:27][CH:28]=2)=[O:21])[CH:7]=[CH:8][C:9]=1[F:10]. The catalyst class is: 1. (3) Reactant: C(NC(C)C)(C)C.[Li]CCCC.[F:13][C:14]1[CH:19]=[CH:18][C:17]([Br:20])=[CH:16][N:15]=1.[CH:21](OCC)=[O:22]. Product: [Br:20][C:17]1[CH:16]=[N:15][C:14]([F:13])=[C:19]([CH:18]=1)[CH:21]=[O:22]. The catalyst class is: 1. (4) The catalyst class is: 17. Reactant: [CH:1]1([C:6]2[C:14]3[O:13][CH:12]([CH2:15][OH:16])[CH2:11][C:10]=3[CH:9]=[CH:8][CH:7]=2)[CH2:5][CH2:4][CH2:3][CH2:2]1.[C:17]1([CH3:27])[CH:22]=[CH:21][C:20]([S:23](Cl)(=[O:25])=[O:24])=[CH:19][CH:18]=1.CC1C=CC(S(OCC2CC3C(C(F)(F)F)=CC=C(Cl)C=3O2)(=O)=O)=CC=1. Product: [CH3:27][C:17]1[CH:22]=[CH:21][C:20]([S:23]([O:16][CH2:15][CH:12]2[CH2:11][C:10]3[CH:9]=[CH:8][CH:7]=[C:6]([CH:1]4[CH2:2][CH2:3][CH2:4][CH2:5]4)[C:14]=3[O:13]2)(=[O:25])=[O:24])=[CH:19][CH:18]=1. (5) Reactant: [ClH:1].FC(F)(F)C1C=C(C=C(C(F)(F)F)C=1)COCC(C1C=CC=CC=1)[CH2:11][NH2:12].C(N(CC)CC)C.CCN=C=NCCCN(C)C.Cl.Cl.N[C:49]1[CH:82]=[CH:81][C:52]([C:53]([NH:55][CH2:56][CH:57]([C:75]2[CH:80]=[CH:79][CH:78]=[CH:77][CH:76]=2)[CH2:58][O:59][CH2:60][C:61]2[CH:66]=[C:65]([C:67]([F:70])([F:69])[F:68])[CH:64]=[C:63]([C:71]([F:74])([F:73])[F:72])[CH:62]=2)=[O:54])=[CH:51][CH:50]=1.Cl.O1CCOCC1. Product: [ClH:1].[NH2:12][CH2:11][C:49]1[CH:50]=[CH:51][C:52]([C:53]([NH:55][CH2:56][CH:57]([C:75]2[CH:80]=[CH:79][CH:78]=[CH:77][CH:76]=2)[CH2:58][O:59][CH2:60][C:61]2[CH:66]=[C:65]([C:67]([F:70])([F:69])[F:68])[CH:64]=[C:63]([C:71]([F:74])([F:72])[F:73])[CH:62]=2)=[O:54])=[CH:81][CH:82]=1. The catalyst class is: 258. (6) Reactant: [CH2:1]([O:3][C:4]([C:6]1[C:7]([OH:26])=[C:8]2[CH:16]=[CH:15][N:14]([CH2:17][C:18]3[CH:23]=[CH:22][C:21]([F:24])=[C:20]([F:25])[CH:19]=3)[C:9]2=[C:10]([C:12]#[N:13])[N:11]=1)=[O:5])[CH3:2].[C:27](OC(=O)C)(=[O:29])[CH3:28]. Product: [CH2:1]([O:3][C:4]([C:6]1[C:7]([O:26][C:27](=[O:29])[CH3:28])=[C:8]2[CH:16]=[CH:15][N:14]([CH2:17][C:18]3[CH:23]=[CH:22][C:21]([F:24])=[C:20]([F:25])[CH:19]=3)[C:9]2=[C:10]([C:12]#[N:13])[N:11]=1)=[O:5])[CH3:2]. The catalyst class is: 66. (7) Reactant: [Cl:1][C:2]1[CH:3]=[C:4]([C:9]2[S:10][CH:11]=[C:12]([C:15]([CH3:17])=O)[C:13]=2[OH:14])[CH:5]=[CH:6][C:7]=1[Cl:8].[N:18]1([C:24]([C:26]2[S:30][C:29]([C:31]([NH:33][NH2:34])=[O:32])=[CH:28][CH:27]=2)=[O:25])[CH2:23][CH2:22][O:21][CH2:20][CH2:19]1. Product: [Cl:1][C:2]1[CH:3]=[C:4]([C:9]2[S:10][CH:11]=[C:12]([C:15](=[N:34][NH:33][C:31]([C:29]3[S:30][C:26]([C:24]([N:18]4[CH2:23][CH2:22][O:21][CH2:20][CH2:19]4)=[O:25])=[CH:27][CH:28]=3)=[O:32])[CH3:17])[C:13]=2[OH:14])[CH:5]=[CH:6][C:7]=1[Cl:8]. The catalyst class is: 32. (8) Reactant: [S:1]1[CH:5]=[CH:4][C:3]2[C:6](C(OCCCCCCCCCCCC)=O)([C:43]([O:45][CH2:46][CH2:47][CH2:48][CH2:49][CH2:50][CH2:51][CH2:52][CH2:53][CH2:54][CH2:55][CH2:56][CH3:57])=[O:44])[C:7]3[S:8][CH:9]=[CH:10][C:11]=3[C:12](C(OCCCCCCCCCCCC)=O)([C:13]([O:15][CH2:16][CH2:17][CH2:18][CH2:19][CH2:20][CH2:21][CH2:22][CH2:23][CH2:24][CH2:25][CH2:26][CH3:27])=[O:14])[C:2]1=2. Product: [S:1]1[CH:5]=[CH:4][C:3]2[C:6]([C:43]([O:45][CH2:46][CH2:47][CH2:48][CH2:49][CH2:50][CH2:51][CH2:52][CH2:53][CH2:54][CH2:55][CH2:56][CH3:57])=[O:44])=[C:7]3[C:11](=[C:12]([C:13]([O:15][CH2:16][CH2:17][CH2:18][CH2:19][CH2:20][CH2:21][CH2:22][CH2:23][CH2:24][CH2:25][CH2:26][CH3:27])=[O:14])[C:2]1=2)[CH:10]=[CH:9][S:8]3. The catalyst class is: 3.